Dataset: Reaction yield outcomes from USPTO patents with 853,638 reactions. Task: Predict the reaction yield, written as a fraction of the theoretical maximum amount of product (1.0 means a 100% yield; for example, 0.34 means a 34% yield). (1) The reactants are [C:1]([C:5]1[CH:10]=[CH:9][C:8]([C:11]2[C:19]3[C:14](=[CH:15][CH:16]=[CH:17][CH:18]=3)[N:13]([CH2:20][C:21]3[CH:26]=[C:25](O)[CH:24]=[C:23]([O:28][CH2:29][CH:30]4[CH2:32][CH2:31]4)[CH:22]=3)[C:12]=2[C:33]([O:35][CH2:36][CH3:37])=[O:34])=[CH:7][CH:6]=1)([CH3:4])([CH3:3])[CH3:2].C(OC1C=C(C=C(OCC2CC2)C=1)CN1C2C(=CC=CC=2)C(C2C=CC(C(C)(C)C)=CC=2)=C1C(OCC)=O)C1C=CC=CC=1.O(S(C(F)(F)F)(=O)=O)S(C(F)(F)F)(=O)=O.[C:97]([C:100]1[CH:105]=[CH:104][C:103](B(O)O)=[CH:102][CH:101]=1)([OH:99])=[O:98].C([O-])([O-])=O.[Na+].[Na+]. The catalyst is C(Cl)Cl.CN(C=O)C.C1C=CC([P]([Pd]([P](C2C=CC=CC=2)(C2C=CC=CC=2)C2C=CC=CC=2)([P](C2C=CC=CC=2)(C2C=CC=CC=2)C2C=CC=CC=2)[P](C2C=CC=CC=2)(C2C=CC=CC=2)C2C=CC=CC=2)(C2C=CC=CC=2)C2C=CC=CC=2)=CC=1. The product is [CH:30]1([CH2:29][O:28][C:23]2[CH:24]=[C:25]([C:103]3[CH:104]=[CH:105][C:100]([C:97]([OH:99])=[O:98])=[CH:101][CH:102]=3)[CH:26]=[C:21]([CH2:20][N:13]3[C:14]4[C:19](=[CH:18][CH:17]=[CH:16][CH:15]=4)[C:11]([C:8]4[CH:7]=[CH:6][C:5]([C:1]([CH3:4])([CH3:2])[CH3:3])=[CH:10][CH:9]=4)=[C:12]3[C:33]([O:35][CH2:36][CH3:37])=[O:34])[CH:22]=2)[CH2:32][CH2:31]1. The yield is 0.540. (2) The reactants are Br[C:2]1[C:3]([CH3:20])=[N:4][CH:5]=[C:6]([C:18]=1[OH:19])[C:7]([NH:9][CH2:10][C:11]1[CH:16]=[CH:15][C:14]([F:17])=[CH:13][CH:12]=1)=[O:8].[CH3:21][O-:22].[Na+].CO. The catalyst is CN(C)C=O.[Cu]I. The product is [F:17][C:14]1[CH:15]=[CH:16][C:11]([CH2:10][NH:9][C:7](=[O:8])[C:6]2[C:18]([OH:19])=[C:2]([O:22][CH3:21])[C:3]([CH3:20])=[N:4][CH:5]=2)=[CH:12][CH:13]=1. The yield is 0.870. (3) The reactants are [CH3:1][S:2]([NH:5][CH2:6][CH2:7][NH:8]C(OC(C)(C)C)=O)(=[O:4])=[O:3].C(O)C.[ClH:19]. The catalyst is CO. The product is [ClH:19].[NH2:8][CH2:7][CH2:6][NH:5][S:2]([CH3:1])(=[O:4])=[O:3]. The yield is 0.793.